This data is from Catalyst prediction with 721,799 reactions and 888 catalyst types from USPTO. The task is: Predict which catalyst facilitates the given reaction. Product: [F:23][C:16]1[CH:17]=[C:18]([CH:21]=[CH:22][C:15]=1[N:12]1[CH:13]=[CH:14][C:9]([OH:8])=[CH:10][C:11]1=[O:24])[C:19]#[N:20]. The catalyst class is: 43. Reactant: C([O:8][C:9]1[CH:14]=[CH:13][N:12]([C:15]2[CH:22]=[CH:21][C:18]([C:19]#[N:20])=[CH:17][C:16]=2[F:23])[C:11](=[O:24])[CH:10]=1)C1C=CC=CC=1.